Dataset: Catalyst prediction with 721,799 reactions and 888 catalyst types from USPTO. Task: Predict which catalyst facilitates the given reaction. (1) Reactant: [N+:1]([C:4]1[CH:5]=[N:6][NH:7][C:8]=1[N:9]1[CH2:14][CH:13]=[C:12]([O:15][Si](C)(C)C)[CH2:11][CH2:10]1)([O-:3])=[O:2].[B-](F)(F)(F)[F:21].[B-](F)(F)(F)F.C1[N+]2(CCl)CC[N+](F)(CC2)C1. Product: [F:21][CH:11]1[C:12](=[O:15])[CH2:13][CH2:14][N:9]([C:8]2[NH:7][N:6]=[CH:5][C:4]=2[N+:1]([O-:3])=[O:2])[CH2:10]1. The catalyst class is: 10. (2) Reactant: [Cl:1][C:2]1[CH:23]=[C:22]([C:24]([F:27])([F:26])[F:25])[CH:21]=[C:20]([Cl:28])[C:3]=1[CH2:4][C:5]1[N:9]([CH3:10])[C:8]2[C:11]([C:15]([CH2:18][CH3:19])=[CH:16][CH3:17])=[CH:12][CH:13]=[CH:14][C:7]=2[N:6]=1.[C:29]([OH:32])(=[O:31])[CH3:30].C(=O)(O)[O-].[Na+].ClC1C=C(C(F)(F)F)C=C(Cl)C=1CC1N(C)C2C(C(CC)C(O)C)=CC=CC=2N=1. Product: [C:29]([O:32][CH:16]([CH3:17])[CH:15]([C:11]1[C:8]2[N:9]([CH3:10])[C:5]([CH2:4][C:3]3[C:2]([Cl:1])=[CH:23][C:22]([C:24]([F:27])([F:26])[F:25])=[CH:21][C:20]=3[Cl:28])=[N:6][C:7]=2[CH:14]=[CH:13][CH:12]=1)[CH2:18][CH3:19])(=[O:31])[CH3:30]. The catalyst class is: 7.